From a dataset of Forward reaction prediction with 1.9M reactions from USPTO patents (1976-2016). Predict the product of the given reaction. (1) Given the reactants [OH-].[Na+].C[O:4][C:5](=[O:39])[CH2:6][CH2:7][C:8]1[CH:13]=[CH:12][C:11]([O:14][CH2:15][CH2:16][C@@H:17]([O:19][C:20]2[C:25]([C:26](=[O:33])[C:27]3[CH:32]=[CH:31][CH:30]=[CH:29][CH:28]=3)=[CH:24][C:23]([C:34]([F:37])([F:36])[F:35])=[CH:22][N:21]=2)[CH3:18])=[CH:10][C:9]=1[CH3:38].Cl, predict the reaction product. The product is: [C:26]([C:25]1[C:20]([O:19][C@@H:17]([CH3:18])[CH2:16][CH2:15][O:14][C:11]2[CH:12]=[CH:13][C:8]([CH2:7][CH2:6][C:5]([OH:39])=[O:4])=[C:9]([CH3:38])[CH:10]=2)=[N:21][CH:22]=[C:23]([C:34]([F:37])([F:36])[F:35])[CH:24]=1)(=[O:33])[C:27]1[CH:32]=[CH:31][CH:30]=[CH:29][CH:28]=1. (2) Given the reactants [C:1]1([SH:7])[CH:6]=[CH:5][CH:4]=[CH:3][CH:2]=1.C(N(CC)CC)C.[CH2:15]([C:19]1([CH:28]2[CH2:32][CH2:31][CH2:30][CH2:29]2)[O:24][C:23](=[O:25])[CH:22](Cl)[C:21](=[O:27])[CH2:20]1)[CH2:16][C:17]#[CH:18], predict the reaction product. The product is: [CH2:15]([C:19]1([CH:28]2[CH2:32][CH2:31][CH2:30][CH2:29]2)[O:24][C:23](=[O:25])[CH:22]([S:7][C:1]2[CH:6]=[CH:5][CH:4]=[CH:3][CH:2]=2)[C:21](=[O:27])[CH2:20]1)[CH2:16][C:17]#[CH:18]. (3) Given the reactants [C:1]([O:5][C:6]([N:8]1[CH2:13][CH2:12][CH:11]([SH:14])[CH2:10][CH2:9]1)=[O:7])([CH3:4])([CH3:3])[CH3:2].[F:15][C:16]1[CH:23]=[CH:22][CH:21]=[CH:20][C:17]=1[CH2:18]Br.O.C(OCC)(=O)C, predict the reaction product. The product is: [C:1]([O:5][C:6]([N:8]1[CH2:13][CH2:12][CH:11]([S:14][CH2:18][C:17]2[CH:20]=[CH:21][CH:22]=[CH:23][C:16]=2[F:15])[CH2:10][CH2:9]1)=[O:7])([CH3:4])([CH3:2])[CH3:3]. (4) Given the reactants [CH2:1]([OH:8])[C:2]([NH2:7])([CH2:5][OH:6])[CH2:3][OH:4].Cl.CO[C:12](OC)([CH3:14])[CH3:13].O.C1(C)C=CC(S(O)(=O)=O)=CC=1.[C:29](O[C:29]([O:31][C:32]([CH3:35])([CH3:34])[CH3:33])=[O:30])([O:31][C:32]([CH3:35])([CH3:34])[CH3:33])=[O:30], predict the reaction product. The product is: [C:32]([O:31][C:29](=[O:30])[NH:7][C:2]1([CH2:5][OH:6])[CH2:3][O:4][C:12]([CH3:14])([CH3:13])[O:8][CH2:1]1)([CH3:35])([CH3:34])[CH3:33].